This data is from Reaction yield outcomes from USPTO patents with 853,638 reactions. The task is: Predict the reaction yield, written as a fraction of the theoretical maximum amount of product (1.0 means a 100% yield; for example, 0.34 means a 34% yield). The reactants are [C:1]([C:3]1[C:4]([CH2:17][C:18]2[CH:23]=[CH:22][C:21]([Cl:24])=[C:20]([Cl:25])[CH:19]=2)=[C:5]([C:14](O)=[O:15])[S:6][C:7]=1[N:8]1[CH2:13][CH2:12][O:11][CH2:10][CH2:9]1)#[N:2].[CH3:26][S:27]([NH2:30])(=[O:29])=[O:28].Cl.CN(C)CCCN=C=NCC. The catalyst is C(Cl)Cl.Cl.O. The product is [C:1]([C:3]1[C:4]([CH2:17][C:18]2[CH:23]=[CH:22][C:21]([Cl:24])=[C:20]([Cl:25])[CH:19]=2)=[C:5]([C:14]([NH:30][S:27]([CH3:26])(=[O:29])=[O:28])=[O:15])[S:6][C:7]=1[N:8]1[CH2:13][CH2:12][O:11][CH2:10][CH2:9]1)#[N:2]. The yield is 0.200.